Dataset: Full USPTO retrosynthesis dataset with 1.9M reactions from patents (1976-2016). Task: Predict the reactants needed to synthesize the given product. (1) Given the product [N:28]([C:25]1[CH:26]=[CH:27][C:22]([C:21]([NH:20][CH:17]2[CH2:18][CH2:19][NH:15][CH2:16]2)=[O:31])=[CH:23][CH:24]=1)=[N+:29]=[N-:30], predict the reactants needed to synthesize it. The reactants are: FC(F)(F)C(O)=O.C([N:15]1[CH:19]=[CH:18][C:17]([NH:20][C:21](=[O:31])[C:22]2[CH:27]=[CH:26][C:25]([N:28]=[N+:29]=[N-:30])=[CH:24][CH:23]=2)=[CH:16]1)(OC(C)(C)C)=O. (2) Given the product [NH2:2][C@@H:3]([C@H:8]([CH3:13])[C@H:9]([CH3:12])[CH2:10][CH3:11])[CH2:4][C:5]([OH:7])=[O:6], predict the reactants needed to synthesize it. The reactants are: Cl.[NH2:2][C@@H:3]([C@H:8]([CH3:13])[C@H:9]([CH3:12])[CH2:10][CH3:11])[CH2:4][C:5]([OH:7])=[O:6].C(N(CC)CC)C. (3) The reactants are: [Br:1][C:2]1[CH:3]=[CH:4][C:5]([O:16][CH2:17][C:18]2[CH:23]=[CH:22][C:21]([Cl:24])=[CH:20][CH:19]=2)=[C:6]([CH2:8][N:9]2[CH2:14][CH2:13][CH:12]([NH2:15])[CH2:11][CH2:10]2)[CH:7]=1.[CH:25](=O)[CH3:26].[BH-](OC(C)=O)(OC(C)=O)O[C:30]([CH3:32])=O.[Na+]. Given the product [Br:1][C:2]1[CH:3]=[CH:4][C:5]([O:16][CH2:17][C:18]2[CH:19]=[CH:20][C:21]([Cl:24])=[CH:22][CH:23]=2)=[C:6]([CH2:8][N:9]2[CH2:14][CH2:13][CH:12]([N:15]([CH2:25][CH3:26])[CH2:30][CH3:32])[CH2:11][CH2:10]2)[CH:7]=1, predict the reactants needed to synthesize it. (4) Given the product [C:2]1([C:8]2[CH:13]=[CH:12][C:11]([C:14]([OH:15])=[O:26])=[C:10]([CH3:21])[CH:9]=2)[CH2:3][CH2:4][CH2:5][CH2:6][CH:7]=1, predict the reactants needed to synthesize it. The reactants are: O[C:2]1([C:8]2[CH:13]=[CH:12][C:11]([C:14]3[O:15]CC(C)(C)N=3)=[C:10]([CH3:21])[CH:9]=2)[CH2:7][CH2:6][CH2:5][CH2:4][CH2:3]1.CC1C[O:26]C(C)=N1.